Predict the product of the given reaction. From a dataset of Forward reaction prediction with 1.9M reactions from USPTO patents (1976-2016). (1) Given the reactants Cl.[CH:2]1([CH2:5][O:6][C:7]2[CH:12]=[CH:11][C:10]([O:13][CH3:14])=[CH:9][C:8]=2[C:15]2[CH:20]=[CH:19][N:18]=[C:17]3[C:21]([C:25]([NH:27][CH:28]4[CH2:33][CH2:32][NH:31][CH2:30][CH2:29]4)=[O:26])=[C:22]([CH3:24])[NH:23][C:16]=23)[CH2:4][CH2:3]1.C([O:37][CH2:38][C:39](Cl)=[O:40])(=O)C, predict the reaction product. The product is: [CH:2]1([CH2:5][O:6][C:7]2[CH:12]=[CH:11][C:10]([O:13][CH3:14])=[CH:9][C:8]=2[C:15]2[CH:20]=[CH:19][N:18]=[C:17]3[C:21]([C:25]([NH:27][CH:28]4[CH2:29][CH2:30][N:31]([C:38](=[O:37])[CH2:39][OH:40])[CH2:32][CH2:33]4)=[O:26])=[C:22]([CH3:24])[NH:23][C:16]=23)[CH2:4][CH2:3]1. (2) Given the reactants C[Si](C)(C)C#C[C:5]1[C:11]2[CH:12]=[CH:13]C=CC=2[C:9](=[CH2:16])[C:8]2[CH:17]=[CH:18][CH:19]=[CH:20][C:7]=2[CH:6]=1.C(N(CC)CC)C.[C:43]1(P([C:43]2[CH:48]=[CH:47][CH:46]=[CH:45][CH:44]=2)[C:43]2[CH:48]=[CH:47][CH:46]=[CH:45][CH:44]=2)[CH:48]=[CH:47][CH:46]=[CH:45][CH:44]=1.[OH2:49].[C]=O, predict the reaction product. The product is: [CH2:16]=[C:9]1[C:8]2[CH:17]=[CH:18][CH:19]=[CH:20][C:7]=2[C:6]2[CH2:13][CH2:12][C:11](=[O:49])[C:5]=2[C:48]2[CH:47]=[CH:46][CH:45]=[CH:44][C:43]1=2. (3) Given the reactants [C:1]([O:5][C@@H:6]([C:12]1[C:32]([CH3:33])=[CH:31][C:15]2[N:16]=[C:17]([C:19]3[CH:24]=[CH:23][N:22]=[C:21]([N:25]4[CH2:30][CH2:29][O:28][CH2:27][CH2:26]4)[CH:20]=3)[S:18][C:14]=2[C:13]=1[C:34]1[CH:39]=[CH:38][C:37]([Cl:40])=[CH:36][CH:35]=1)[C:7]([O:9]CC)=[O:8])([CH3:4])([CH3:3])[CH3:2].CN(C=O)C, predict the reaction product. The product is: [C:1]([O:5][C@@H:6]([C:12]1[C:32]([CH3:33])=[CH:31][C:15]2[N:16]=[C:17]([C:19]3[CH:24]=[CH:23][N:22]=[C:21]([N:25]4[CH2:30][CH2:29][O:28][CH2:27][CH2:26]4)[CH:20]=3)[S:18][C:14]=2[C:13]=1[C:34]1[CH:35]=[CH:36][C:37]([Cl:40])=[CH:38][CH:39]=1)[C:7]([OH:9])=[O:8])([CH3:4])([CH3:2])[CH3:3]. (4) Given the reactants [CH3:1][N:2]1[CH:6]=[C:5]([NH2:7])[CH:4]=[N:3]1.[N:8]([O-])=O.[Na+].[C:12]([O:18][C:19]([CH3:22])(C)C)(=[O:17])[CH2:13][C:14]([CH3:16])=[O:15].[C:23]([O-])(=O)[CH3:24].[Na+].C([O-])(O)=O.[Na+], predict the reaction product. The product is: [CH3:1][N:2]1[CH:6]=[C:5]([N:7]=[N:8][CH:13]([C:14](=[O:15])[CH3:16])[C:12]([O:18][CH2:19][CH2:22][CH2:23][CH3:24])=[O:17])[CH:4]=[N:3]1. (5) Given the reactants C([O:4][C:5]12[C:16]3[C:11](=[C:12]([NH:17][C:18](=[O:20])[CH3:19])[CH:13]=[CH:14][CH:15]=3)[C:10](=[O:21])[C:9]1([O:22]C(=O)C)[C:8]1[CH:26]=[CH:27][C:28]([CH:30]([CH3:32])[CH3:31])=[CH:29][C:7]=1[O:6]2)(=O)C.C(=O)([O-])[O-].[K+].[K+], predict the reaction product. The product is: [OH:4][C:5]12[C:16]3[C:11](=[C:12]([NH:17][C:18](=[O:20])[CH3:19])[CH:13]=[CH:14][CH:15]=3)[C:10](=[O:21])[C:9]1([OH:22])[C:8]1[CH:26]=[CH:27][C:28]([CH:30]([CH3:32])[CH3:31])=[CH:29][C:7]=1[O:6]2. (6) Given the reactants [C:1]([C:3]1[C:4]([N:17]2[CH2:20][CH:19]([C:21](O)=[O:22])[CH2:18]2)=[N:5][C:6]([CH:14]([F:16])[F:15])=[C:7]([C:9]([O:11][CH2:12][CH3:13])=[O:10])[CH:8]=1)#[N:2].[F:24][C:25]1[CH:26]=[CH:27][C:28]([CH3:36])=[C:29]([CH2:31][S:32]([NH2:35])(=[O:34])=[O:33])[CH:30]=1, predict the reaction product. The product is: [C:1]([C:3]1[C:4]([N:17]2[CH2:18][CH:19]([C:21](=[O:22])[NH:35][S:32]([CH2:31][C:29]3[CH:30]=[C:25]([F:24])[CH:26]=[CH:27][C:28]=3[CH3:36])(=[O:34])=[O:33])[CH2:20]2)=[N:5][C:6]([CH:14]([F:16])[F:15])=[C:7]([CH:8]=1)[C:9]([O:11][CH2:12][CH3:13])=[O:10])#[N:2]. (7) Given the reactants [NH2:1][C:2]1[CH:7]=[CH:6][C:5]([CH2:8][CH2:9][OH:10])=[CH:4][C:3]=1[NH:11][C:12]([C:14]1[N:15]=[C:16]([CH2:19][C:20]2[CH:25]=[C:24]([Cl:26])[CH:23]=[CH:22][C:21]=2[O:27][CH2:28][CH:29]([CH3:31])[CH3:30])[S:17][CH:18]=1)=O, predict the reaction product. The product is: [Cl:26][C:24]1[CH:23]=[CH:22][C:21]([O:27][CH2:28][CH:29]([CH3:31])[CH3:30])=[C:20]([CH2:19][C:16]2[S:17][CH:18]=[C:14]([C:12]3[NH:1][C:2]4[CH:7]=[CH:6][C:5]([CH2:8][CH2:9][OH:10])=[CH:4][C:3]=4[N:11]=3)[N:15]=2)[CH:25]=1.